From a dataset of Peptide-MHC class I binding affinity with 185,985 pairs from IEDB/IMGT. Regression. Given a peptide amino acid sequence and an MHC pseudo amino acid sequence, predict their binding affinity value. This is MHC class I binding data. (1) The peptide sequence is QLYLGGMSYY. The MHC is HLA-A03:01 with pseudo-sequence HLA-A03:01. The binding affinity (normalized) is 0.708. (2) The peptide sequence is YFPDWQNYT. The MHC is HLA-B18:01 with pseudo-sequence HLA-B18:01. The binding affinity (normalized) is 0.0521. (3) The peptide sequence is VAAKGAPAL. The MHC is HLA-A30:01 with pseudo-sequence HLA-A30:01. The binding affinity (normalized) is 0.0847. (4) The peptide sequence is IMKVVNRWL. The MHC is HLA-B46:01 with pseudo-sequence HLA-B46:01. The binding affinity (normalized) is 0.0847.